This data is from Forward reaction prediction with 1.9M reactions from USPTO patents (1976-2016). The task is: Predict the product of the given reaction. (1) Given the reactants C([O:4][CH2:5][C:6]([N:8]1[CH2:13][CH2:12][CH:11]([NH:14][C:15]([C:17]2[N:29]([CH3:30])[C:28]3[C:27]4[CH:26]=[CH:25][CH:24]=[CH:23][C:22]=4[N:21]([CH2:31][C:32]4[CH:37]=[CH:36][CH:35]=[C:34]([CH3:38])[N:33]=4)[C:20](=[O:39])[C:19]=3[C:18]=2[O:40][CH3:41])=[O:16])[CH2:10][CH2:9]1)=[O:7])(=O)C.C(=O)([O-])[O-].[K+].[K+].CO.O, predict the reaction product. The product is: [OH:4][CH2:5][C:6]([N:8]1[CH2:13][CH2:12][CH:11]([NH:14][C:15]([C:17]2[N:29]([CH3:30])[C:28]3[C:27]4[CH:26]=[CH:25][CH:24]=[CH:23][C:22]=4[N:21]([CH2:31][C:32]4[CH:37]=[CH:36][CH:35]=[C:34]([CH3:38])[N:33]=4)[C:20](=[O:39])[C:19]=3[C:18]=2[O:40][CH3:41])=[O:16])[CH2:10][CH2:9]1)=[O:7]. (2) Given the reactants [Cl:1][C:2]1[CH:7]=[CH:6][CH:5]=[C:4]([F:8])[C:3]=1[NH:9][C:10]1[NH:11][C:12]2[C:18]3[CH2:19][C:20]([CH3:23])([CH3:22])[O:21][C:17]=3[C:16]([C:24]([OH:26])=O)=[CH:15][C:13]=2[N:14]=1.S(Cl)(Cl)=O.[F:31][C:32]1[CH:38]=[CH:37][C:36]([C:39]([F:42])([F:41])[F:40])=[CH:35][C:33]=1[NH2:34].CCN(C(C)C)C(C)C, predict the reaction product. The product is: [Cl:1][C:2]1[CH:7]=[CH:6][CH:5]=[C:4]([F:8])[C:3]=1[NH:9][C:10]1[NH:11][C:12]2[C:18]3[CH2:19][C:20]([CH3:23])([CH3:22])[O:21][C:17]=3[C:16]([C:24]([NH:34][C:33]3[CH:35]=[C:36]([C:39]([F:40])([F:41])[F:42])[CH:37]=[CH:38][C:32]=3[F:31])=[O:26])=[CH:15][C:13]=2[N:14]=1. (3) Given the reactants C([Si](Cl)(CC)CC)C.Br[C:10]([Br:17])([F:16])[C:11]([O:13][CH2:14][CH3:15])=[O:12].[C:18]1(=[O:23])[CH2:22][CH2:21][CH:20]=[CH:19]1.Cl, predict the reaction product. The product is: [Br:17][C:10]([F:16])([CH:20]1[CH2:21][CH2:22][C:18](=[O:23])[CH2:19]1)[C:11]([O:13][CH2:14][CH3:15])=[O:12]. (4) Given the reactants Br[CH2:2][C:3]([C:5]1[CH:10]=[CH:9][C:8]([O:11][C:12]([F:15])([F:14])[F:13])=[CH:7][CH:6]=1)=[O:4].[CH3:16][S-:17].[Na+], predict the reaction product. The product is: [CH3:16][S:17][CH2:2][C:3]([C:5]1[CH:10]=[CH:9][C:8]([O:11][C:12]([F:15])([F:14])[F:13])=[CH:7][CH:6]=1)=[O:4]. (5) Given the reactants C([O:5][C:6](=[O:34])[C:7]1[CH:12]=[CH:11][CH:10]=[C:9]([CH2:13][CH:14]([NH:28][C:29](=[O:31])[CH3:30])[B:15]2[O:23]C3C(C)(C4CC(C3)C4(C)C)[O:16]2)[C:8]=1OC)(C)(C)C.B(Br)(Br)Br, predict the reaction product. The product is: [C:29]([NH:28][CH:14]1[CH2:13][C:9]2[CH:10]=[CH:11][CH:12]=[C:7]([C:6]([OH:5])=[O:34])[C:8]=2[O:23][B:15]1[OH:16])(=[O:31])[CH3:30]. (6) Given the reactants Br[C:2]1[C:3]([C:16]2[CH:21]=[CH:20][CH:19]=[CH:18][CH:17]=2)=[N:4][C:5]2[C:10]([N:11]=1)=[CH:9][C:8]([C:12]([O:14][CH3:15])=[O:13])=[CH:7][CH:6]=2.[CH3:22][N:23]1[CH2:28][CH2:27][NH:26][CH2:25][CH2:24]1, predict the reaction product. The product is: [CH3:22][N:23]1[CH2:28][CH2:27][N:26]([C:2]2[C:3]([C:16]3[CH:21]=[CH:20][CH:19]=[CH:18][CH:17]=3)=[N:4][C:5]3[C:10]([N:11]=2)=[CH:9][C:8]([C:12]([O:14][CH3:15])=[O:13])=[CH:7][CH:6]=3)[CH2:25][CH2:24]1. (7) Given the reactants Cl[CH:2]([C@H:8]([OH:16])[CH2:9][C:10]1[CH:15]=[CH:14][CH:13]=[CH:12][CH:11]=1)[C:3]([O:5]CC)=[O:4].[O-]CC.[Na+].C(O)C, predict the reaction product. The product is: [CH2:9]([C@H:8]1[O:16][C@@H:2]1[C:3]([OH:5])=[O:4])[C:10]1[CH:11]=[CH:12][CH:13]=[CH:14][CH:15]=1.